From a dataset of Forward reaction prediction with 1.9M reactions from USPTO patents (1976-2016). Predict the product of the given reaction. (1) Given the reactants [CH2:1]([C:4]1[NH:5][C:6]2[C:12]([CH3:13])=[CH:11][C:10]([C:14]3[N:18]([CH3:19])C4C=CC=CC=4N=3)=[CH:9][C:7]=2[N:8]=1)[CH2:2][CH3:3].Br[CH2:25][C:26]1[CH:31]=[CH:30][C:29]([C:32]2[CH:37]=[CH:36][CH:35]=[CH:34][C:33]=2[CH2:38][OH:39])=[CH:28][CH:27]=1.[CH3:40][N:41](C)[C:42](=O)C, predict the reaction product. The product is: [CH2:1]([C:4]1[N:8]([CH2:25][C:26]2[CH:31]=[CH:30][C:29]([C:32]3[CH:37]=[CH:36][CH:35]=[CH:34][C:33]=3[CH2:38][OH:39])=[CH:28][CH:27]=2)[C:7]2[CH:9]=[C:10]([C:14]3[N:18]=[CH:19][N:41]([CH3:42])[CH:40]=3)[CH:11]=[C:12]([CH3:13])[C:6]=2[N:5]=1)[CH2:2][CH3:3]. (2) Given the reactants [C:1]([O:5][C:6](=[O:22])[NH:7][CH2:8][CH2:9][CH2:10][CH2:11][NH:12][C:13]([C:15]1[CH:16]=[N:17][C:18](Cl)=[CH:19][CH:20]=1)=[O:14])([CH3:4])([CH3:3])[CH3:2].O.[NH2:24][NH2:25].Cl.C(#N)C, predict the reaction product. The product is: [C:1]([O:5][C:6](=[O:22])[NH:7][CH2:8][CH2:9][CH2:10][CH2:11][NH:12][C:13]([C:15]1[CH:16]=[N:17][C:18]([NH:24][NH2:25])=[CH:19][CH:20]=1)=[O:14])([CH3:4])([CH3:3])[CH3:2]. (3) Given the reactants [C:1]([O:5][C:6]([N:8]1[CH2:13][CH2:12][CH:11]([NH:14][CH3:15])[CH2:10][CH2:9]1)=[O:7])([CH3:4])([CH3:3])[CH3:2].[C:16](Cl)(=[O:18])[CH3:17], predict the reaction product. The product is: [C:1]([O:5][C:6]([N:8]1[CH2:9][CH2:10][CH:11]([N:14]([C:16](=[O:18])[CH3:17])[CH3:15])[CH2:12][CH2:13]1)=[O:7])([CH3:4])([CH3:3])[CH3:2].